Dataset: Full USPTO retrosynthesis dataset with 1.9M reactions from patents (1976-2016). Task: Predict the reactants needed to synthesize the given product. (1) Given the product [CH2:1]([N:8]1[CH2:12][CH2:11][C@H:10]([O:13][S:17]([CH3:16])(=[O:19])=[O:18])[CH2:9]1)[C:2]1[CH:3]=[CH:4][CH:5]=[CH:6][CH:7]=1, predict the reactants needed to synthesize it. The reactants are: [CH2:1]([N:8]1[CH2:12][CH2:11][C@H:10]([OH:13])[CH2:9]1)[C:2]1[CH:7]=[CH:6][CH:5]=[CH:4][CH:3]=1.[OH-].[Na+].[CH3:16][S:17](Cl)(=[O:19])=[O:18]. (2) Given the product [NH2:1][C:2]1[CH:7]=[CH:6][C:5]([S:8](=[O:9])(=[O:10])[NH:11][C:12]2[CH:13]=[CH:14][C:15]3[CH2:19][O:18][B:17]([OH:20])[C:16]=3[CH:21]=2)=[C:4]([CH:3]=1)[CH2:22][NH:23][C:25](=[O:26])[O:27][CH2:28][CH3:29], predict the reactants needed to synthesize it. The reactants are: [NH2:1][C:2]1[CH:7]=[CH:6][C:5]([S:8]([NH:11][C:12]2[CH:13]=[CH:14][C:15]3[CH2:19][O:18][B:17]([OH:20])[C:16]=3[CH:21]=2)(=[O:10])=[O:9])=[C:4]([CH2:22][NH2:23])[CH:3]=1.Cl[C:25]([O:27][CH2:28][CH3:29])=[O:26]. (3) Given the product [CH:1]1([C:4]2[CH:9]=[N:8][C:7]3[NH:10][CH2:11][C:12](=[O:13])[NH:16][C:6]=3[CH:5]=2)[CH2:3][CH2:2]1, predict the reactants needed to synthesize it. The reactants are: [CH:1]1([C:4]2[CH:5]=[C:6]([N+:16]([O-])=O)[C:7]([NH:10][CH2:11][C:12](OC)=[O:13])=[N:8][CH:9]=2)[CH2:3][CH2:2]1.C(O)C. (4) Given the product [N:5]1([CH2:4][CH2:3][O:11][C:12]2[CH:19]=[CH:18][C:15]([CH:16]=[O:17])=[CH:14][CH:13]=2)[CH2:10][CH2:9][CH2:8][CH2:7][CH2:6]1, predict the reactants needed to synthesize it. The reactants are: Cl.Cl[CH2:3][CH2:4][N:5]1[CH2:10][CH2:9][CH2:8][CH2:7][CH2:6]1.[OH:11][C:12]1[CH:19]=[CH:18][C:15]([CH:16]=[O:17])=[CH:14][CH:13]=1.C(=O)([O-])[O-].[K+].[K+].O. (5) Given the product [CH3:47][O:46][C:44]([C:39]1[CH:40]=[CH:41][CH:42]=[C:43]2[C:38]=1[N:37]=[CH:36][N:35]=[C:34]2[NH:22][C@H:10]1[C@H:11]([C:13](=[O:21])[NH:14][C:15]2[CH:16]=[CH:17][CH:18]=[CH:19][CH:20]=2)[CH2:12][N:8]([C:6]([O:5][C:1]([CH3:3])([CH3:2])[CH3:4])=[O:7])[CH2:9]1)=[O:45], predict the reactants needed to synthesize it. The reactants are: [C:1]([O:5][C:6]([N:8]1[CH2:12][C@@H:11]([C:13](=[O:21])[NH:14][C:15]2[CH:20]=[CH:19][CH:18]=[CH:17][CH:16]=2)[C@H:10]([NH:22]C(OCC2C=CC=CC=2)=O)[CH2:9]1)=[O:7])([CH3:4])([CH3:3])[CH3:2].Cl[C:34]1[C:43]2[C:38](=[C:39]([C:44]([O:46][CH3:47])=[O:45])[CH:40]=[CH:41][CH:42]=2)[N:37]=[CH:36][N:35]=1.CCN(C(C)C)C(C)C. (6) Given the product [C:9]([O:8][C:6]([NH:4][C:3]1([C:13]([OH:15])=[O:14])[CH2:2][CH2:5]1)=[O:7])([CH3:12])([CH3:11])[CH3:10], predict the reactants needed to synthesize it. The reactants are: N[CH:2]1[CH2:5][N:4]([C:6]([O:8][C:9]([CH3:12])([CH3:11])[CH3:10])=[O:7])[CH2:3]1.[C:13]([O-])([O-:15])=[O:14].[Cs+].[Cs+].C1C=CC(P(C2C(C3C(P(C4C=CC=CC=4)C4C=CC=CC=4)=CC=C4C=3C=CC=C4)=C3C(C=CC=C3)=CC=2)C2C=CC=CC=2)=CC=1.